From a dataset of Forward reaction prediction with 1.9M reactions from USPTO patents (1976-2016). Predict the product of the given reaction. Given the reactants [NH2:1][C:2]1[CH:7]=[C:6]([CH2:8][CH3:9])[C:5]([NH:10][S:11]([C:14]2[CH:19]=[CH:18][C:17]([CH3:20])=[CH:16][CH:15]=2)(=[O:13])=[O:12])=[C:4]([CH2:21][CH3:22])[CH:3]=1.Br[CH2:24][CH2:25][O:26][CH2:27][CH2:28]Br.C(N(CC)C(C)C)(C)C.CN1CCCC1, predict the reaction product. The product is: [CH2:8]([C:6]1[CH:7]=[C:2]([N:1]2[CH2:28][CH2:27][O:26][CH2:25][CH2:24]2)[CH:3]=[C:4]([CH2:21][CH3:22])[C:5]=1[NH:10][S:11]([C:14]1[CH:19]=[CH:18][C:17]([CH3:20])=[CH:16][CH:15]=1)(=[O:13])=[O:12])[CH3:9].